From a dataset of Full USPTO retrosynthesis dataset with 1.9M reactions from patents (1976-2016). Predict the reactants needed to synthesize the given product. (1) Given the product [CH2:1]([O:3][C:4](=[O:16])[CH2:5][C:6]1[CH:11]=[C:10]([N:21]2[CH2:22][CH2:23][N:18]([CH3:17])[CH2:19][CH2:20]2)[CH:9]=[CH:8][C:7]=1[N+:13]([O-:15])=[O:14])[CH3:2], predict the reactants needed to synthesize it. The reactants are: [CH2:1]([O:3][C:4](=[O:16])[CH2:5][C:6]1[CH:11]=[C:10](Br)[CH:9]=[CH:8][C:7]=1[N+:13]([O-:15])=[O:14])[CH3:2].[CH3:17][N:18]1[CH2:23][CH2:22][NH:21][CH2:20][CH2:19]1. (2) Given the product [CH3:1][CH2:2][C:3]([C:6]([O:8][C@@H:9]1[C@@H:14]2[C@@H:15]([CH2:20][CH2:21][C@H:22]3[O:28][C:26](=[O:27])[CH2:25][C@H:24]([OH:29])[CH2:23]3)[C@@H:16]([CH3:19])[CH:17]=[CH:18][C:13]2=[CH:12][C@H:11]([CH3:31])[CH2:10]1)=[O:33])([CH3:4])[CH3:5], predict the reactants needed to synthesize it. The reactants are: [CH3:1][CH2:2][C:3]([C:6]([O:8][C@@H:9]1[C@@H:14]2[C@@H:15]([CH2:20][CH2:21][C@@H:22](O)[CH2:23][C@@H:24]([OH:29])[CH2:25][C:26]([O-:28])=[O:27])[C@@H:16]([CH3:19])[CH:17]=[CH:18][C:13]2=[CH:12][C@H:11]([CH3:31])[CH2:10]1)=O)([CH3:5])[CH3:4].[NH4+].[OH2:33].C1(C)C=CC(S(O)(=O)=O)=CC=1.S([O-])([O-])(=O)=O.[Mg+2]. (3) Given the product [CH3:1][N:2]([CH3:12])[C:3]1[CH:4]=[CH:5][C:6]([S:9]([NH:21][CH2:22][CH2:23][C:24]2[CH:25]=[CH:26][C:27]([O:30][C:31](=[O:40])[N:32]([CH3:39])[C:33]3[CH:34]=[CH:35][CH:36]=[CH:37][CH:38]=3)=[CH:28][CH:29]=2)(=[O:11])=[O:10])=[CH:7][CH:8]=1, predict the reactants needed to synthesize it. The reactants are: [CH3:1][N:2]([CH3:12])[C:3]1[CH:8]=[CH:7][C:6]([S:9]([O-:11])=[O:10])=[CH:5][CH:4]=1.C1C(=O)N(Cl)C(=O)C1.[NH2:21][CH2:22][CH2:23][C:24]1[CH:29]=[CH:28][C:27]([O:30][C:31](=[O:40])[N:32]([CH3:39])[C:33]2[CH:38]=[CH:37][CH:36]=[CH:35][CH:34]=2)=[CH:26][CH:25]=1.C(O)(C(F)(F)F)=O.CCN(C(C)C)C(C)C. (4) Given the product [CH2:11]([C:10]1[C:3]2[C:2]([NH:14][C:15]3[CH:19]=[C:18]([C:20]([CH3:23])([CH3:21])[CH3:22])[Se:17][C:16]=3[C:24]([NH2:26])=[O:25])=[N:7][CH:6]=[N:5][C:4]=2[S:8][C:9]=1[CH3:13])[CH3:12], predict the reactants needed to synthesize it. The reactants are: Cl[C:2]1[C:3]2[C:10]([CH2:11][CH3:12])=[C:9]([CH3:13])[S:8][C:4]=2[N:5]=[CH:6][N:7]=1.[NH2:14][C:15]1[CH:19]=[C:18]([C:20]([CH3:23])([CH3:22])[CH3:21])[Se:17][C:16]=1[C:24]([NH2:26])=[O:25].CN(C=O)C.[OH-].[Na+]. (5) Given the product [CH3:25][CH:26]([CH:27]=[CH:10][CH:9]=[C:8]([CH3:7])[CH2:19][CH2:20][CH:21]=[C:22]([CH3:24])[CH3:23])[CH:29]([O:32][CH3:33])[O:30][CH3:31], predict the reactants needed to synthesize it. The reactants are: CC(C)([O-])C.[K+].[CH3:7][C:8]([CH2:19][CH2:20][CH:21]=[C:22]([CH3:24])[CH3:23])=[CH:9][CH2:10]P(OCC)(=O)OCC.[CH3:25][CH:26]([CH:29]([O:32][CH3:33])[O:30][CH3:31])[CH:27]=O.O. (6) The reactants are: [NH2:1][C:2]1[C:7]([NH2:8])=[CH:6][CH:5]=[CH:4][N:3]=1.[Cl:9][CH:10]([CH3:13])[C:11]#N.C. Given the product [Cl:9][CH:10]([C:13]1[NH:1][C:2]2=[N:3][CH:4]=[CH:5][CH:6]=[C:7]2[N:8]=1)[CH3:11], predict the reactants needed to synthesize it. (7) Given the product [F:61][C:62]1[CH:63]=[C:64]2[C:68](=[CH:69][CH:70]=1)[NH:67][CH:66]=[C:65]2[CH2:71][C:72]([NH:49][C@H:48]([C:50]1[O:54][N:53]=[C:52]([C:55]2[CH:60]=[CH:59][CH:58]=[CH:57][CH:56]=2)[N:51]=1)[CH2:47][C:41]1[CH:42]=[CH:43][CH:44]=[CH:45][CH:46]=1)=[O:73], predict the reactants needed to synthesize it. The reactants are: FC1C=C(C[C@H](NC(=O)CN2C3CCCCC=3C(C(F)(F)F)=N2)C2N(C3C=CC(OC)=CC=3)C=CN=2)C=C(F)C=1.[C:41]1([CH2:47][C@@H:48]([C:50]2[O:54][N:53]=[C:52]([C:55]3[CH:60]=[CH:59][CH:58]=[CH:57][CH:56]=3)[N:51]=2)[NH2:49])[CH:46]=[CH:45][CH:44]=[CH:43][CH:42]=1.[F:61][C:62]1[CH:63]=[C:64]2[C:68](=[CH:69][CH:70]=1)[NH:67][CH:66]=[C:65]2[CH2:71][C:72](O)=[O:73]. (8) Given the product [Cl:1][C:2]1[CH:3]=[CH:4][C:5]([C:28]([F:29])([F:31])[F:30])=[C:6]([CH:27]=1)[CH2:7][N:8]1[CH2:13][CH2:12][NH:11][C:10]2[N:14]=[CH:15][C:16]([C:18]3[CH:19]=[C:20]([CH:24]=[CH:25][CH:26]=3)[C:21]([N:35]3[CH2:34][CH2:33][N:32]([CH2:38][C:39]([NH:41][CH:42]([CH3:44])[CH3:43])=[O:40])[CH2:37][CH2:36]3)=[O:23])=[CH:17][C:9]1=2, predict the reactants needed to synthesize it. The reactants are: [Cl:1][C:2]1[CH:3]=[CH:4][C:5]([C:28]([F:31])([F:30])[F:29])=[C:6]([CH:27]=1)[CH2:7][N:8]1[CH2:13][CH2:12][NH:11][C:10]2[N:14]=[CH:15][C:16]([C:18]3[CH:19]=[C:20]([CH:24]=[CH:25][CH:26]=3)[C:21]([OH:23])=O)=[CH:17][C:9]1=2.[N:32]1([CH2:38][C:39]([NH:41][CH:42]([CH3:44])[CH3:43])=[O:40])[CH2:37][CH2:36][NH:35][CH2:34][CH2:33]1. (9) Given the product [F:16][C:17]1[CH:18]=[CH:19][C:20]2[C@H:26]3[CH2:27][N:28]([CH3:3])[CH2:29][C@@H:25]3[CH2:24][N:23]([CH3:30])[C:22](=[O:31])[C:21]=2[CH:32]=1, predict the reactants needed to synthesize it. The reactants are: C=O.[CH:3](C1C=C(C=CC=1)C(OC)=O)=O.Cl.[F:16][C:17]1[CH:18]=[CH:19][C:20]2[C@H:26]3[CH2:27][NH:28][CH2:29][C@@H:25]3[CH2:24][N:23]([CH3:30])[C:22](=[O:31])[C:21]=2[CH:32]=1. (10) Given the product [C:1]([C:3]1[CH:4]=[CH:5][C:6]([C:9]2[N:13]3[CH:14]=[C:15]([C:18]4[CH:28]=[CH:27][C:21]([C:22]([OH:24])=[O:23])=[CH:20][CH:19]=4)[N:16]=[CH:17][C:12]3=[N:11][CH:10]=2)=[CH:7][CH:8]=1)#[N:2], predict the reactants needed to synthesize it. The reactants are: [C:1]([C:3]1[CH:8]=[CH:7][C:6]([C:9]2[N:13]3[CH:14]=[C:15]([C:18]4[CH:28]=[CH:27][C:21]([C:22]([O:24]CC)=[O:23])=[CH:20][CH:19]=4)[N:16]=[CH:17][C:12]3=[N:11][CH:10]=2)=[CH:5][CH:4]=1)#[N:2].O[Li].O.